The task is: Predict the reaction yield, written as a fraction of the theoretical maximum amount of product (1.0 means a 100% yield; for example, 0.34 means a 34% yield).. This data is from Reaction yield outcomes from USPTO patents with 853,638 reactions. (1) The reactants are [O:1]=[C:2]1[NH:7][C:6]2[CH:8]=[C:9]([CH2:12][N:13]3[CH2:18][CH2:17][N:16]([C:19]4[CH:29]=[CH:28][C:22]([C:23]([O:25]CC)=[O:24])=[CH:21][CH:20]=4)[CH2:15][CH2:14]3)[CH:10]=[N:11][C:5]=2[N:4]2[CH2:30][CH2:31][CH2:32][C@@H:3]12.[Li+].[OH-]. The catalyst is O1CCOCC1. The product is [O:1]=[C:2]1[NH:7][C:6]2[CH:8]=[C:9]([CH2:12][N:13]3[CH2:14][CH2:15][N:16]([C:19]4[CH:29]=[CH:28][C:22]([C:23]([OH:25])=[O:24])=[CH:21][CH:20]=4)[CH2:17][CH2:18]3)[CH:10]=[N:11][C:5]=2[N:4]2[CH2:30][CH2:31][CH2:32][C@@H:3]12. The yield is 0.860. (2) The reactants are [CH3:1][S-:2].[Na+].Cl[C:5]1[CH:10]=[C:9]([C:11]2[CH:16]=[CH:15][CH:14]=[CH:13][CH:12]=2)[N:8]=[CH:7][N:6]=1.O. The catalyst is CN(C=O)C. The product is [CH3:1][S:2][C:5]1[CH:10]=[C:9]([C:11]2[CH:16]=[CH:15][CH:14]=[CH:13][CH:12]=2)[N:8]=[CH:7][N:6]=1. The yield is 0.870. (3) The reactants are Cl.[NH2:2][N:3]1[CH2:7][CH2:6][CH2:5][C:4]1=[O:8].[CH2:9]([O:11][C:12](=[O:22])[CH2:13][C:14](=O)[C:15]1[CH:20]=[CH:19][CH:18]=[CH:17][N:16]=1)[CH3:10].N1C=CC=CC=1. The catalyst is O. The product is [CH2:9]([O:11][C:12](=[O:22])[CH2:13][C:14](=[N:2][N:3]1[CH2:7][CH2:6][CH2:5][C:4]1=[O:8])[C:15]1[CH:20]=[CH:19][CH:18]=[CH:17][N:16]=1)[CH3:10]. The yield is 0.980.